This data is from Forward reaction prediction with 1.9M reactions from USPTO patents (1976-2016). The task is: Predict the product of the given reaction. (1) Given the reactants [Cl:1][C:2]1[N:7]=[C:6]([NH:8][CH:9]2[CH2:14][CH2:13][CH2:12][CH:11]([NH:15][S:16]([CH:19]3[CH2:21][CH2:20]3)(=[O:18])=[O:17])[CH2:10]2)[CH:5]=[C:4]([C:22]2[C:30]3[C:25](=[N:26][CH:27]=[C:28]([O:31][CH3:32])[CH:29]=3)[N:24](S(C3C=CC=CC=3)(=O)=O)[CH:23]=2)[CH:3]=1.[OH-].[Na+], predict the reaction product. The product is: [Cl:1][C:2]1[N:7]=[C:6]([NH:8][CH:9]2[CH2:14][CH2:13][CH2:12][CH:11]([NH:15][S:16]([CH:19]3[CH2:20][CH2:21]3)(=[O:18])=[O:17])[CH2:10]2)[CH:5]=[C:4]([C:22]2[C:30]3[C:25](=[N:26][CH:27]=[C:28]([O:31][CH3:32])[CH:29]=3)[NH:24][CH:23]=2)[CH:3]=1. (2) Given the reactants [Si]([O:8][CH2:9][C:10]1[N:11]=[C:12]([C:15]2([O:21][CH3:22])[CH2:20][CH2:19][O:18][CH2:17][CH2:16]2)[S:13][CH:14]=1)(C(C)(C)C)(C)C.F.F.F.C(N(CC)CC)C, predict the reaction product. The product is: [CH3:22][O:21][C:15]1([C:12]2[S:13][CH:14]=[C:10]([CH2:9][OH:8])[N:11]=2)[CH2:20][CH2:19][O:18][CH2:17][CH2:16]1. (3) Given the reactants CC1(C)C(C)(C)OB([C:9]2[CH:10]=[C:11]([C:15]3([OH:21])[CH2:20][CH2:19][O:18][CH2:17][CH2:16]3)[CH:12]=[N:13][CH:14]=2)O1.[CH3:23][O:24][C:25]([C:27]1[C:36]2[O:35][CH:34]=[C:33](Br)[O:32][C:31]=2[CH:30]=[CH:29][CH:28]=1)=[O:26].C(=O)([O-])[O-].[Na+].[Na+], predict the reaction product. The product is: [CH3:23][O:24][C:25]([C:27]1[C:36]2[O:35][CH:34]=[C:33]([C:9]3[CH:14]=[N:13][CH:12]=[C:11]([C:15]4([OH:21])[CH2:16][CH2:17][O:18][CH2:19][CH2:20]4)[CH:10]=3)[O:32][C:31]=2[CH:30]=[CH:29][CH:28]=1)=[O:26]. (4) Given the reactants Cl[C:2]1[CH:3]=[CH:4][C:5]2[N:6]([C:8]([CH:11]([C:13]3[CH:22]=[CH:21][C:16]4[N:17]=[CH:18][N:19]([CH3:20])[C:15]=4[CH:14]=3)[CH3:12])=[CH:9][N:10]=2)[N:7]=1.[O:23]1[CH2:28][CH2:27][CH2:26][CH2:25][CH:24]1[O:29][CH2:30][CH2:31][N:32]1[CH:36]=[C:35](B2OC(C)(C)C(C)(C)O2)[CH:34]=[N:33]1, predict the reaction product. The product is: [CH3:20][N:19]1[C:15]2[CH:14]=[C:13]([CH:11]([C:8]3[N:6]4[N:7]=[C:2]([C:35]5[CH:34]=[N:33][N:32]([CH2:31][CH2:30][O:29][CH:24]6[CH2:25][CH2:26][CH2:27][CH2:28][O:23]6)[CH:36]=5)[CH:3]=[CH:4][C:5]4=[N:10][CH:9]=3)[CH3:12])[CH:22]=[CH:21][C:16]=2[N:17]=[CH:18]1. (5) Given the reactants S(Cl)([Cl:3])=O.[N:5]1([CH2:11][C:12]2[CH:17]=[CH:16][C:15]([CH2:18]O)=[CH:14][CH:13]=2)[CH2:10][CH2:9][O:8][CH2:7][CH2:6]1, predict the reaction product. The product is: [ClH:3].[Cl:3][CH2:18][C:15]1[CH:16]=[CH:17][C:12]([CH2:11][N:5]2[CH2:10][CH2:9][O:8][CH2:7][CH2:6]2)=[CH:13][CH:14]=1. (6) Given the reactants [O-2:1].[In+3:2].[O-2].[O-2].[In+3].[O-2].[Sm+3:7].[O-2].[O-2].[Sm+3], predict the reaction product. The product is: [O-2:1].[In+3:2].[O-2:1].[O-2:1].[In+3:2].[O-2:1].[Sm+3:7].[O-2:1].[O-2:1].[Sm+3:7]. (7) Given the reactants [Br:1][C:2]1[CH:7]=[C:6]([Cl:8])[CH:5]=[CH:4][C:3]=1[C:9]1[C:18]2[C:13](=[CH:14][C:15]([S:19](OC3C(F)=C(F)C(F)=C(F)C=3F)(=[O:21])=[O:20])=[CH:16][CH:17]=2)[CH:12]=[CH:11][N:10]=1.[O:34]1[CH:38]=[CH:37][C:36]([NH2:39])=[N:35]1.C[Si]([N-][Si](C)(C)C)(C)C.[Li+], predict the reaction product. The product is: [Br:1][C:2]1[CH:7]=[C:6]([Cl:8])[CH:5]=[CH:4][C:3]=1[C:9]1[C:18]2[C:13](=[CH:14][C:15]([S:19]([NH:39][C:36]3[CH:37]=[CH:38][O:34][N:35]=3)(=[O:20])=[O:21])=[CH:16][CH:17]=2)[CH:12]=[CH:11][N:10]=1. (8) Given the reactants [OH:1][C:2]1[CH:7]=[C:6]([CH3:8])[C:5]([NH:9][CH:10]=[O:11])=[C:4]([CH3:12])[C:3]=1[CH3:13].Br[CH2:15]/[CH:16]=[CH:17]/[C:18]1[CH:23]=[CH:22][C:21]([CH:24]([CH3:26])[CH3:25])=[CH:20][CH:19]=1, predict the reaction product. The product is: [CH:24]([C:21]1[CH:20]=[CH:19][C:18](/[CH:17]=[CH:16]/[CH2:15][O:1][C:2]2[CH:7]=[C:6]([CH3:8])[C:5]([NH:9][CH:10]=[O:11])=[C:4]([CH3:12])[C:3]=2[CH3:13])=[CH:23][CH:22]=1)([CH3:26])[CH3:25]. (9) The product is: [C:39]([O:4][CH2:3][CH:2]([C:5]1[CH:6]=[CH:7][C:8]2[C:9]3[C:14](=[C:13]([C:18](=[O:19])[NH2:20])[CH:12]=[CH:11][C:10]=3[C:21]3[CH:26]=[CH:25][CH:24]=[C:23]([N:27]4[CH2:35][C:34]5[C:29](=[CH:30][C:31]([CH3:36])=[CH:32][CH:33]=5)[C:28]4=[O:37])[C:22]=3[CH3:38])[NH:15][C:16]=2[CH:17]=1)[OH:1])(=[O:43])[CH2:40][CH2:41][CH3:42]. Given the reactants [OH:1][CH:2]([C:5]1[CH:17]=[C:16]2[C:8]([C:9]3[C:10]([C:21]4[CH:26]=[CH:25][CH:24]=[C:23]([N:27]5[CH2:35][C:34]6[C:29](=[CH:30][C:31]([CH3:36])=[CH:32][CH:33]=6)[C:28]5=[O:37])[C:22]=4[CH3:38])=[CH:11][CH:12]=[C:13]([C:18]([NH2:20])=[O:19])[C:14]=3[NH:15]2)=[CH:7][CH:6]=1)[CH2:3][OH:4].[C:39](O[C:39](=[O:43])[CH2:40][CH2:41][CH3:42])(=[O:43])[CH2:40][CH2:41][CH3:42].N1C=CC=CC=1, predict the reaction product.